Predict the product of the given reaction. From a dataset of Forward reaction prediction with 1.9M reactions from USPTO patents (1976-2016). Given the reactants [Br:1][C:2]1[C:3](I)=[C:4]([CH:6]=[C:7]([C:9]([F:12])([F:11])[F:10])[CH:8]=1)[NH2:5].[CH3:14][Si:15]([C:18]#[CH:19])([CH3:17])[CH3:16], predict the reaction product. The product is: [Br:1][C:2]1[C:3]([C:19]#[C:18][Si:15]([CH3:17])([CH3:16])[CH3:14])=[C:4]([CH:6]=[C:7]([C:9]([F:12])([F:11])[F:10])[CH:8]=1)[NH2:5].